From a dataset of Buchwald-Hartwig C-N cross coupling reaction yields with 55,370 reactions. Predict the reaction yield, written as a fraction of the theoretical maximum amount of product (1.0 means a 100% yield; for example, 0.34 means a 34% yield). (1) The reactants are CCc1ccc(Br)cc1.Cc1ccc(N)cc1.O=S(=O)(O[Pd]1c2ccccc2-c2ccccc2N~1)C(F)(F)F.COc1ccc(OC)c(P(C(C)(C)C)C(C)(C)C)c1-c1c(C(C)C)cc(C(C)C)cc1C(C)C.CN(C)C(=NC(C)(C)C)N(C)C.Cc1cc(-n2cccc2)no1. No catalyst specified. The product is CCc1ccc(Nc2ccc(C)cc2)cc1. The yield is 0.591. (2) The reactants are Clc1ccccn1.Cc1ccc(N)cc1.O=S(=O)(O[Pd]1c2ccccc2-c2ccccc2N~1)C(F)(F)F.COc1ccc(OC)c(P(C(C)(C)C)C(C)(C)C)c1-c1c(C(C)C)cc(C(C)C)cc1C(C)C.CCN=P(N=P(N(C)C)(N(C)C)N(C)C)(N(C)C)N(C)C.CCOC(=O)c1cnoc1C. No catalyst specified. The product is Cc1ccc(Nc2ccccn2)cc1. The yield is 0.246. (3) The reactants are FC(F)(F)c1ccc(I)cc1.Cc1ccc(N)cc1.O=S(=O)(O[Pd]1c2ccccc2-c2ccccc2N~1)C(F)(F)F.CC(C)c1cc(C(C)C)c(-c2ccccc2P(C2CCCCC2)C2CCCCC2)c(C(C)C)c1.CN1CCCN2CCCN=C12.Cc1cc(-c2ccccc2)on1. No catalyst specified. The product is Cc1ccc(Nc2ccc(C(F)(F)F)cc2)cc1. The yield is 0.388. (4) The reactants are Clc1ccccn1.Cc1ccc(N)cc1.O=S(=O)(O[Pd]1c2ccccc2-c2ccccc2N~1)C(F)(F)F.COc1ccc(OC)c(P(C(C)(C)C)C(C)(C)C)c1-c1c(C(C)C)cc(C(C)C)cc1C(C)C.CN1CCCN2CCCN=C12.CCOC(=O)c1cnoc1. No catalyst specified. The product is Cc1ccc(Nc2ccccn2)cc1. The yield is 0.400.